Regression. Given two drug SMILES strings and cell line genomic features, predict the synergy score measuring deviation from expected non-interaction effect. From a dataset of NCI-60 drug combinations with 297,098 pairs across 59 cell lines. (1) Drug 1: C(CCl)NC(=O)N(CCCl)N=O. Drug 2: C(CN)CNCCSP(=O)(O)O. Cell line: SF-268. Synergy scores: CSS=13.1, Synergy_ZIP=-2.67, Synergy_Bliss=-0.0480, Synergy_Loewe=-31.2, Synergy_HSA=-3.77. (2) Drug 1: C1=NC2=C(N1)C(=S)N=C(N2)N. Drug 2: CCC1(CC2CC(C3=C(CCN(C2)C1)C4=CC=CC=C4N3)(C5=C(C=C6C(=C5)C78CCN9C7C(C=CC9)(C(C(C8N6C)(C(=O)OC)O)OC(=O)C)CC)OC)C(=O)OC)O.OS(=O)(=O)O. Cell line: A498. Synergy scores: CSS=29.5, Synergy_ZIP=-9.98, Synergy_Bliss=-8.29, Synergy_Loewe=-26.9, Synergy_HSA=-6.26. (3) Drug 1: C(=O)(N)NO. Drug 2: CS(=O)(=O)OCCCCOS(=O)(=O)C. Cell line: SF-539. Synergy scores: CSS=8.64, Synergy_ZIP=1.31, Synergy_Bliss=6.31, Synergy_Loewe=5.38, Synergy_HSA=5.47. (4) Drug 1: CN(C)N=NC1=C(NC=N1)C(=O)N. Drug 2: CCC1(CC2CC(C3=C(CCN(C2)C1)C4=CC=CC=C4N3)(C5=C(C=C6C(=C5)C78CCN9C7C(C=CC9)(C(C(C8N6C=O)(C(=O)OC)O)OC(=O)C)CC)OC)C(=O)OC)O.OS(=O)(=O)O. Cell line: MCF7. Synergy scores: CSS=29.8, Synergy_ZIP=-2.85, Synergy_Bliss=-4.85, Synergy_Loewe=-49.0, Synergy_HSA=-7.64. (5) Drug 1: CC1=C(C(=CC=C1)Cl)NC(=O)C2=CN=C(S2)NC3=CC(=NC(=N3)C)N4CCN(CC4)CCO. Drug 2: CCN(CC)CCNC(=O)C1=C(NC(=C1C)C=C2C3=C(C=CC(=C3)F)NC2=O)C. Cell line: UACC-257. Synergy scores: CSS=0.667, Synergy_ZIP=-1.00, Synergy_Bliss=0.215, Synergy_Loewe=-0.271, Synergy_HSA=-0.00470. (6) Drug 1: C1=CC(=CC=C1C#N)C(C2=CC=C(C=C2)C#N)N3C=NC=N3. Drug 2: CC12CCC3C(C1CCC2O)C(CC4=C3C=CC(=C4)O)CCCCCCCCCS(=O)CCCC(C(F)(F)F)(F)F. Cell line: MCF7. Synergy scores: CSS=11.9, Synergy_ZIP=1.57, Synergy_Bliss=0.0452, Synergy_Loewe=-10.9, Synergy_HSA=-3.68. (7) Drug 1: C1C(C(OC1N2C=NC3=C(N=C(N=C32)Cl)N)CO)O. Drug 2: CC1=C(C=C(C=C1)C(=O)NC2=CC(=CC(=C2)C(F)(F)F)N3C=C(N=C3)C)NC4=NC=CC(=N4)C5=CN=CC=C5. Cell line: A549. Synergy scores: CSS=0.106, Synergy_ZIP=-7.01, Synergy_Bliss=-6.85, Synergy_Loewe=-26.5, Synergy_HSA=-8.51. (8) Drug 1: CCC(=C(C1=CC=CC=C1)C2=CC=C(C=C2)OCCN(C)C)C3=CC=CC=C3.C(C(=O)O)C(CC(=O)O)(C(=O)O)O. Drug 2: COC1=NC(=NC2=C1N=CN2C3C(C(C(O3)CO)O)O)N. Cell line: SK-MEL-28. Synergy scores: CSS=1.15, Synergy_ZIP=0.701, Synergy_Bliss=1.83, Synergy_Loewe=-2.21, Synergy_HSA=-1.71. (9) Drug 1: CC1C(C(=O)NC(C(=O)N2CCCC2C(=O)N(CC(=O)N(C(C(=O)O1)C(C)C)C)C)C(C)C)NC(=O)C3=C4C(=C(C=C3)C)OC5=C(C(=O)C(=C(C5=N4)C(=O)NC6C(OC(=O)C(N(C(=O)CN(C(=O)C7CCCN7C(=O)C(NC6=O)C(C)C)C)C)C(C)C)C)N)C. Drug 2: C1CN(CCN1C(=O)CCBr)C(=O)CCBr. Cell line: SN12C. Synergy scores: CSS=14.3, Synergy_ZIP=-12.3, Synergy_Bliss=-7.79, Synergy_Loewe=-17.0, Synergy_HSA=-5.72.